This data is from Full USPTO retrosynthesis dataset with 1.9M reactions from patents (1976-2016). The task is: Predict the reactants needed to synthesize the given product. (1) Given the product [N+:1]([C:4]1[CH:12]=[CH:11][C:7]2[CH2:8][CH2:9][O:10][C:6]=2[CH:5]=1)([O-:3])=[O:2], predict the reactants needed to synthesize it. The reactants are: [N+:1]([C:4]1[C:12](N)=[CH:11][C:7]2[CH2:8][CH2:9][O:10][C:6]=2[CH:5]=1)([O-:3])=[O:2].OS(O)(=O)=O.N([O-])=O.[Na+].P(=O)O. (2) Given the product [Br:1][C:2]1[CH:11]=[C:10]([C:12]#[N:13])[CH:9]=[CH:8][C:3]=1[C:4]([O:6][CH3:7])=[O:5], predict the reactants needed to synthesize it. The reactants are: [Br:1][C:2]1[CH:11]=[C:10]([C:12](=O)[NH2:13])[CH:9]=[CH:8][C:3]=1[C:4]([O:6][CH3:7])=[O:5].